This data is from Full USPTO retrosynthesis dataset with 1.9M reactions from patents (1976-2016). The task is: Predict the reactants needed to synthesize the given product. (1) Given the product [F:1][C:2]1[CH:8]=[CH:7][C:5]([NH:6][C:24]([C:20]2[N:21]([CH3:23])[CH:22]=[C:18]([S:15]([Cl:14])(=[O:17])=[O:16])[CH:19]=2)=[O:25])=[CH:4][C:3]=1[O:9][C:10]([F:12])([F:11])[F:13], predict the reactants needed to synthesize it. The reactants are: [F:1][C:2]1[CH:8]=[CH:7][C:5]([NH2:6])=[CH:4][C:3]=1[O:9][C:10]([F:13])([F:12])[F:11].[Cl:14][S:15]([C:18]1[CH:19]=[C:20]([C:24](Cl)=[O:25])[N:21]([CH3:23])[CH:22]=1)(=[O:17])=[O:16]. (2) Given the product [OH:25][B:13]1[C@@H:12]([NH:11][C:9](=[O:10])[CH2:8][C@H:5]2[CH2:6][CH2:7][C@H:2]([NH:1][CH2:32][C:27]3[CH:28]=[CH:29][CH:30]=[CH:31][N:26]=3)[CH2:3][CH2:4]2)[CH2:17][C:16]2[CH:18]=[CH:19][CH:20]=[C:21]([C:22]([OH:24])=[O:23])[C:15]=2[O:14]1, predict the reactants needed to synthesize it. The reactants are: [NH2:1][C@H:2]1[CH2:7][CH2:6][C@H:5]([CH2:8][C:9]([NH:11][C@H:12]2[CH2:17][C:16]3[CH:18]=[CH:19][CH:20]=[C:21]([C:22]([OH:24])=[O:23])[C:15]=3[O:14][B:13]2[OH:25])=[O:10])[CH2:4][CH2:3]1.[N:26]1[CH:31]=[CH:30][CH:29]=[CH:28][C:27]=1[CH:32]=O. (3) Given the product [F:12][C:13]1[CH:14]=[CH:15][CH:16]=[C:17]([O:11][CH2:10][C:3]2[C:4]([CH3:8])([CH3:9])[CH2:5][CH2:6][CH2:7][C:2]=2[CH3:1])[CH:18]=1, predict the reactants needed to synthesize it. The reactants are: [CH3:1][C:2]1[CH2:7][CH2:6][CH2:5][C:4]([CH3:9])([CH3:8])[C:3]=1[CH2:10][OH:11].[F:12][C:13]1[CH:14]=[C:15](O)[CH:16]=[CH:17][CH:18]=1.C1(P(C2C=CC=CC=2)C2C=CC=CC=2)C=CC=CC=1.N(C(OCC)=O)=NC(OCC)=O. (4) Given the product [C:51]([O:54][C:55](=[O:56])[NH:38][C:34]1[CH2:35][O:36][CH2:37][C:32]([C:28]2[CH:29]=[CH:30][CH:31]=[C:26]([Br:25])[CH:27]=2)([CH2:39][F:40])[N:33]=1)([CH3:53])([CH3:52])[CH3:50], predict the reactants needed to synthesize it. The reactants are: BrC1C=C(C2(CF)NC(=S)COC2)C=CC=1.C(OO)(C)(C)C.[NH4+].[OH-].[Br:25][C:26]1[CH:27]=[C:28]([C:32]2([CH2:39][F:40])[CH2:37][O:36][CH2:35][C:34]([NH2:38])=[N:33]2)[CH:29]=[CH:30][CH:31]=1.CCN(C(C)C)C(C)C.[CH3:50][C:51]([O:54][C:55](O[C:55]([O:54][C:51]([CH3:53])([CH3:52])[CH3:50])=[O:56])=[O:56])([CH3:53])[CH3:52].